This data is from Full USPTO retrosynthesis dataset with 1.9M reactions from patents (1976-2016). The task is: Predict the reactants needed to synthesize the given product. (1) Given the product [CH2:49]([O:48][C:46](=[O:47])[NH:15][CH2:16][C@H:17]1[CH2:22][CH2:21][C@H:20]([N:23]2[C:27]3=[C:28]4[S:34][CH:33]=[CH:32][C:29]4=[N:30][CH:31]=[C:26]3[N:25]=[C:24]2[C@H:35]([OH:37])[CH3:36])[CH2:19][CH2:18]1)[CH2:50][CH3:51], predict the reactants needed to synthesize it. The reactants are: FC(F)(F)C(O)=O.FC(F)(F)C(O)=O.[NH2:15][CH2:16][C@H:17]1[CH2:22][CH2:21][C@H:20]([N:23]2[C:27]3=[C:28]4[S:34][CH:33]=[CH:32][C:29]4=[N:30][CH:31]=[C:26]3[N:25]=[C:24]2[C@H:35]([OH:37])[CH3:36])[CH2:19][CH2:18]1.C(N(CC)CC)C.Cl[C:46]([O:48][CH2:49][CH2:50][CH3:51])=[O:47]. (2) Given the product [Cl:24][C:19]1[CH:18]=[C:17]([C@H:4]2[C@@H:3]([CH2:2][NH:1][C:33]([O:35][C:36]3[CH:37]=[CH:38][C:39]([N+:42]([O-:44])=[O:43])=[CH:40][CH:41]=3)=[O:34])[O:9][CH2:8][CH2:7][N:6]([C:10]([O:12][C:13]([CH3:16])([CH3:15])[CH3:14])=[O:11])[CH2:5]2)[CH:22]=[CH:21][C:20]=1[Cl:23], predict the reactants needed to synthesize it. The reactants are: [NH2:1][CH2:2][C@H:3]1[O:9][CH2:8][CH2:7][N:6]([C:10]([O:12][C:13]([CH3:16])([CH3:15])[CH3:14])=[O:11])[CH2:5][C@H:4]1[C:17]1[CH:22]=[CH:21][C:20]([Cl:23])=[C:19]([Cl:24])[CH:18]=1.C(N(CC)CC)C.Cl[C:33]([O:35][C:36]1[CH:41]=[CH:40][C:39]([N+:42]([O-:44])=[O:43])=[CH:38][CH:37]=1)=[O:34].O. (3) Given the product [CH3:1][C:2]1([CH3:9])[CH2:7][CH2:6][C:5]2([O:8][C:23](=[O:22])[CH2:24][CH2:25]2)[CH2:4][CH2:3]1, predict the reactants needed to synthesize it. The reactants are: [CH3:1][C:2]1([CH3:9])[CH2:7][CH2:6][CH:5]([OH:8])[CH2:4][CH2:3]1.C(OOC(C)(C)C)(C)(C)C.C([O:22][C:23](=O)[CH:24]=[CH2:25])C. (4) Given the product [Si:21]([C@@:3]1([OH:4])[C@@H:5]([CH2:6][O:7][Si:21]([C:18]([CH3:20])([CH3:19])[CH3:17])([CH3:23])[CH3:22])[O:8][C@@H:1]([N:9]2[CH:16]=[CH:15][C:13](=[O:14])[NH:12][C:10]2=[O:11])[CH2:2]1)([C:18]([CH3:20])([CH3:19])[CH3:17])([CH3:23])[CH3:22], predict the reactants needed to synthesize it. The reactants are: [C@@H:1]1([N:9]2[CH:16]=[CH:15][C:13](=[O:14])[NH:12][C:10]2=[O:11])[O:8][C@H:5]([CH2:6][OH:7])[C@@H:3]([OH:4])[CH2:2]1.[CH3:17][C:18]([Si:21](Cl)([CH3:23])[CH3:22])([CH3:20])[CH3:19].